This data is from Full USPTO retrosynthesis dataset with 1.9M reactions from patents (1976-2016). The task is: Predict the reactants needed to synthesize the given product. (1) Given the product [O:1]1[CH2:5][CH2:4][O:3][CH:2]1[C:6]1[CH:7]=[C:8]([B:21]([OH:26])[OH:22])[C:9]([F:12])=[N:10][CH:11]=1, predict the reactants needed to synthesize it. The reactants are: [O:1]1[CH2:5][CH2:4][O:3][CH:2]1[C:6]1[CH:7]=[CH:8][C:9]([F:12])=[N:10][CH:11]=1.C([N-]C(C)C)(C)C.[Li+].[B:21](OC(C)C)([O:26]C(C)C)[O:22]C(C)C.[OH-].[Na+]. (2) Given the product [Cl:27][C:13]1[CH:14]=[C:15]([NH:18][C:19]2[CH:24]=[CH:23][C:22]([Cl:25])=[CH:21][C:20]=2[CH3:26])[CH:16]=[CH:17][C:12]=1[C:10]([C:8]1[CH:9]=[C:4]([N:1]2[CH:32]=[C:31]([CH2:30][CH2:29][OH:33])[N:3]=[N:2]2)[CH:5]=[CH:6][C:7]=1[CH3:28])=[O:11], predict the reactants needed to synthesize it. The reactants are: [N:1]([C:4]1[CH:5]=[CH:6][C:7]([CH3:28])=[C:8]([C:10]([C:12]2[CH:17]=[CH:16][C:15]([NH:18][C:19]3[CH:24]=[CH:23][C:22]([Cl:25])=[CH:21][C:20]=3[CH3:26])=[CH:14][C:13]=2[Cl:27])=[O:11])[CH:9]=1)=[N+:2]=[N-:3].[CH2:29]([OH:33])[CH2:30][C:31]#[CH:32]. (3) Given the product [NH:5]1[C:13]2[C:8](=[CH:9][CH:10]=[CH:11][CH:12]=2)[CH:7]=[C:6]1[CH2:14][O:15][CH:16]1[CH:21]([C:22]2[CH:23]=[CH:24][C:25]([O:28][CH2:29][CH2:30][CH2:31][O:32][CH2:33][C:34]3[CH:39]=[CH:38][CH:37]=[CH:36][C:35]=3[O:40][CH3:41])=[CH:26][CH:27]=2)[CH2:20][CH2:19][N:18]([C:42]([O:44][CH2:45][C:46]2[CH:47]=[CH:48][CH:49]=[CH:50][CH:51]=2)=[O:43])[CH2:17]1, predict the reactants needed to synthesize it. The reactants are: CS([N:5]1[C:13]2[C:8](=[CH:9][CH:10]=[CH:11][CH:12]=2)[CH:7]=[C:6]1[CH2:14][O:15][CH:16]1[CH:21]([C:22]2[CH:27]=[CH:26][C:25]([O:28][CH2:29][CH2:30][CH2:31][O:32][CH2:33][C:34]3[CH:39]=[CH:38][CH:37]=[CH:36][C:35]=3[O:40][CH3:41])=[CH:24][CH:23]=2)[CH2:20][CH2:19][N:18]([C:42]([O:44][CH2:45][C:46]2[CH:51]=[CH:50][CH:49]=[CH:48][CH:47]=2)=[O:43])[CH2:17]1)(=O)=O.[F-].C([N+](CCCC)(CCCC)CCCC)CCC.